From a dataset of NCI-60 drug combinations with 297,098 pairs across 59 cell lines. Regression. Given two drug SMILES strings and cell line genomic features, predict the synergy score measuring deviation from expected non-interaction effect. Drug 1: C1CC(=O)NC(=O)C1N2CC3=C(C2=O)C=CC=C3N. Drug 2: CC(CN1CC(=O)NC(=O)C1)N2CC(=O)NC(=O)C2. Cell line: HT29. Synergy scores: CSS=37.2, Synergy_ZIP=-3.38, Synergy_Bliss=0.382, Synergy_Loewe=-1.45, Synergy_HSA=3.50.